This data is from Reaction yield outcomes from USPTO patents with 853,638 reactions. The task is: Predict the reaction yield, written as a fraction of the theoretical maximum amount of product (1.0 means a 100% yield; for example, 0.34 means a 34% yield). (1) The reactants are [CH3:1][C:2]1[CH:18]=[CH:17][C:5]([CH2:6][CH2:7][C:8]2[S:9][CH:10]=[CH:11][C:12]=2[S:13](Cl)(=[O:15])=[O:14])=[CH:4][CH:3]=1.[NH2:19][C:20]1[O:24][N:23]=[C:22]([CH3:25])[C:21]=1[Br:26]. No catalyst specified. The product is [Br:26][C:21]1[C:22]([CH3:25])=[N:23][O:24][C:20]=1[NH:19][S:13]([C:12]1[CH:11]=[CH:10][S:9][C:8]=1[CH2:7][CH2:6][C:5]1[CH:17]=[CH:18][C:2]([CH3:1])=[CH:3][CH:4]=1)(=[O:15])=[O:14]. The yield is 0.520. (2) The reactants are [CH3:1][O:2][C:3](=[O:34])[CH2:4][CH2:5][C:6]1[CH:11]=[CH:10][C:9]([O:12][C:13]2[CH:18]=[CH:17][C:16]([CH2:19][CH:20]([NH:26]C(OC(C)(C)C)=O)[C:21](=[O:25])[N:22]([CH3:24])[CH3:23])=[CH:15][CH:14]=2)=[CH:8][CH:7]=1.C(Cl)[Cl:36]. No catalyst specified. The product is [ClH:36].[CH3:1][O:2][C:3](=[O:34])[CH2:4][CH2:5][C:6]1[CH:11]=[CH:10][C:9]([O:12][C:13]2[CH:18]=[CH:17][C:16]([CH2:19][CH:20]([NH2:26])[C:21](=[O:25])[N:22]([CH3:23])[CH3:24])=[CH:15][CH:14]=2)=[CH:8][CH:7]=1. The yield is 1.00.